This data is from Full USPTO retrosynthesis dataset with 1.9M reactions from patents (1976-2016). The task is: Predict the reactants needed to synthesize the given product. (1) Given the product [O:4]1[C:5]2([CH2:10][CH2:9][N:8]([C:11]([C:13]3[N:14]([C:39]4[CH:38]=[CH:37][CH:36]=[C:35]([C:34]([F:45])([F:44])[F:33])[CH:40]=4)[C:15]4[C:20]([CH:21]=3)=[CH:19][C:18]([C:22]([N:24]3[CH2:25][CH2:26][N:27]([CH:30]([CH3:32])[CH3:31])[CH2:28][CH2:29]3)=[O:23])=[CH:17][CH:16]=4)=[O:12])[CH2:7][CH2:6]2)[O:1][CH2:2][CH2:3]1, predict the reactants needed to synthesize it. The reactants are: [O:1]1[C:5]2([CH2:10][CH2:9][N:8]([C:11]([C:13]3[NH:14][C:15]4[C:20]([CH:21]=3)=[CH:19][C:18]([C:22]([N:24]3[CH2:29][CH2:28][N:27]([CH:30]([CH3:32])[CH3:31])[CH2:26][CH2:25]3)=[O:23])=[CH:17][CH:16]=4)=[O:12])[CH2:7][CH2:6]2)[O:4][CH2:3][CH2:2]1.[F:33][C:34]([F:45])([F:44])[C:35]1[CH:36]=[C:37](B(O)O)[CH:38]=[CH:39][CH:40]=1.N1C=CC=CC=1. (2) Given the product [Cl:1][C:2]1[CH:3]=[C:4]([C:8]2[O:12][N:11]=[C:10]([CH2:13][S:14][C:15]3[N:16]([CH3:26])[C:17]([C:20]4[CH:25]=[CH:24][N+:23]([O-:35])=[CH:22][CH:21]=4)=[N:18][N:19]=3)[N:9]=2)[CH:5]=[CH:6][CH:7]=1, predict the reactants needed to synthesize it. The reactants are: [Cl:1][C:2]1[CH:3]=[C:4]([C:8]2[O:12][N:11]=[C:10]([CH2:13][S:14][C:15]3[N:16]([CH3:26])[C:17]([C:20]4[CH:25]=[CH:24][N:23]=[CH:22][CH:21]=4)=[N:18][N:19]=3)[N:9]=2)[CH:5]=[CH:6][CH:7]=1.C1C=C(Cl)C=C(C(OO)=[O:35])C=1. (3) Given the product [Cl:23][C:6]1[CH:5]=[N:4][CH:3]=[C:2]([Cl:1])[C:7]=1[CH2:8][C:9]([C:11]1[CH:16]=[CH:15][C:14]([O:17][CH3:18])=[C:13]([OH:19])[C:12]=1[OH:21])=[O:10], predict the reactants needed to synthesize it. The reactants are: [Cl:1][C:2]1[CH:3]=[N:4][CH:5]=[C:6]([Cl:23])[C:7]=1[CH2:8][C:9]([C:11]1[CH:16]=[CH:15][C:14]([O:17][CH3:18])=[C:13]([O:19]C)[C:12]=1[O:21]C)=[O:10].I. (4) Given the product [S:22]1[C:26]2[CH:27]=[CH:28][CH:29]=[C:30]([O:31][C:32]3[CH:38]=[CH:37][C:35]([NH:36][C:19]4[C:20]5[N:12]([CH2:11][CH2:10][OH:9])[CH:13]=[CH:14][C:15]=5[N:16]=[CH:17][N:18]=4)=[CH:34][C:33]=3[Cl:39])[C:25]=2[CH:24]=[N:23]1, predict the reactants needed to synthesize it. The reactants are: C([O:9][CH2:10][CH2:11][N:12]1[C:20]2[C:19](Cl)=[N:18][CH:17]=[N:16][C:15]=2[CH:14]=[CH:13]1)(=O)C1C=CC=CC=1.[S:22]1[C:26]2[CH:27]=[CH:28][CH:29]=[C:30]([O:31][C:32]3[CH:38]=[CH:37][C:35]([NH2:36])=[CH:34][C:33]=3[Cl:39])[C:25]=2[CH:24]=[N:23]1.C(=O)([O-])O.[Na+]. (5) Given the product [CH3:18][C:19]1[CH:23]=[C:22]([CH3:24])[NH:21][C:20]=1[CH:25]=[C:10]1[C:9]2[C:13](=[CH:14][CH:15]=[CH:16][C:8]=2[C:5]2[CH:4]=[CH:3][C:2]([Br:1])=[CH:7][CH:6]=2)[NH:12][C:11]1=[O:17], predict the reactants needed to synthesize it. The reactants are: [Br:1][C:2]1[CH:7]=[CH:6][C:5]([C:8]2[CH:16]=[CH:15][CH:14]=[C:13]3[C:9]=2[CH2:10][C:11](=[O:17])[NH:12]3)=[CH:4][CH:3]=1.[CH3:18][C:19]1[CH:23]=[C:22]([CH3:24])[NH:21][C:20]=1[CH:25]=O.